Dataset: Catalyst prediction with 721,799 reactions and 888 catalyst types from USPTO. Task: Predict which catalyst facilitates the given reaction. Reactant: [CH:1]([C:3]1[S:4][CH:5]=[C:6]([CH2:8][N:9]2[CH2:13][CH2:12][N:11]([C@@H:14]([CH:22]([CH3:24])[CH3:23])[C:15]([O:17][C:18]([CH3:21])([CH3:20])[CH3:19])=[O:16])[C:10]2=[O:25])[N:7]=1)=O.[CH2:26](O)C.[CH:29]([NH2:32])([CH3:31])[CH3:30].[BH4-].[Na+]. Product: [CH:29]([NH:32][CH2:1][C:3]1[S:4][CH:5]=[C:6]([CH2:8][N:9]2[CH2:13][CH2:12][N:11]([C@@H:14]([C@@H:22]([CH3:24])[CH2:23][CH3:26])[C:15]([O:17][C:18]([CH3:21])([CH3:20])[CH3:19])=[O:16])[C:10]2=[O:25])[N:7]=1)([CH3:31])[CH3:30]. The catalyst class is: 11.